This data is from Forward reaction prediction with 1.9M reactions from USPTO patents (1976-2016). The task is: Predict the product of the given reaction. (1) Given the reactants [CH3:1][O:2][CH:3]1[CH2:7][N:6](C(OCC2C=CC=CC=2)=O)[CH:5]([C:18]2([O:21][CH3:22])[CH2:20][CH2:19]2)[CH2:4]1.[H][H], predict the reaction product. The product is: [CH3:1][O:2][CH:3]1[CH2:7][NH:6][CH:5]([C:18]2([O:21][CH3:22])[CH2:20][CH2:19]2)[CH2:4]1. (2) The product is: [CH3:14][N:13]([CH3:15])[C:11](=[O:12])[C:10]1[CH:16]=[CH:17][CH:18]=[CH:19][C:9]=1[NH:8][C:6]1[C:5]([C:20]([F:23])([F:22])[F:21])=[CH:4][N:3]=[C:2]([NH:36][C:35]2[CH:34]=[CH:33][C:32]([CH2:31][N:28]3[CH2:27][CH2:26][N:25]([CH3:24])[CH2:30][CH2:29]3)=[CH:38][CH:37]=2)[N:7]=1. Given the reactants Cl[C:2]1[N:7]=[C:6]([NH:8][C:9]2[CH:19]=[CH:18][CH:17]=[CH:16][C:10]=2[C:11]([N:13]([CH3:15])[CH3:14])=[O:12])[C:5]([C:20]([F:23])([F:22])[F:21])=[CH:4][N:3]=1.[CH3:24][N:25]1[CH2:30][CH2:29][N:28]([CH2:31][C:32]2[CH:38]=[CH:37][C:35]([NH2:36])=[CH:34][CH:33]=2)[CH2:27][CH2:26]1, predict the reaction product. (3) Given the reactants [CH3:1][Si:2]([CH3:18])([CH3:17])[C:3]1[CH:11]=[C:10]2[C:6]([CH:7]=[C:8]([C:12]([O:14][CH2:15][CH3:16])=[O:13])[NH:9]2)=[CH:5][CH:4]=1.Cl[CH2:20][C:21]1[S:22][CH:23]=[CH:24][N:25]=1.[H-].[Na+], predict the reaction product. The product is: [CH3:1][Si:2]([CH3:17])([CH3:18])[C:3]1[CH:11]=[C:10]2[C:6]([CH:7]=[C:8]([C:12]([O:14][CH2:15][CH3:16])=[O:13])[N:9]2[CH2:20][C:21]2[S:22][CH:23]=[CH:24][N:25]=2)=[CH:5][CH:4]=1. (4) Given the reactants [OH:1][C:2]1[C:9]([CH2:10][CH2:11][CH3:12])=[C:8]([O:13][CH3:14])[CH:7]=[CH:6][C:3]=1[CH:4]=O.[C:15](OCC)(=[O:22])[CH2:16][C:17]([O:19][CH2:20][CH3:21])=[O:18].N1CCCCC1, predict the reaction product. The product is: [CH2:20]([O:19][C:17]([C:16]1[C:15](=[O:22])[O:1][C:2]2[C:3]([CH:4]=1)=[CH:6][CH:7]=[C:8]([O:13][CH3:14])[C:9]=2[CH2:10][CH2:11][CH3:12])=[O:18])[CH3:21].